From a dataset of Reaction yield outcomes from USPTO patents with 853,638 reactions. Predict the reaction yield, written as a fraction of the theoretical maximum amount of product (1.0 means a 100% yield; for example, 0.34 means a 34% yield). (1) The reactants are [O:1]1[C:5]2[CH:6]=[CH:7][C:8]([CH2:10][C:11]#N)=[CH:9][C:4]=2[O:3][CH2:2]1.Br[CH2:14][CH2:15]Cl.[OH-:17].[Na+].[OH2:19]. The catalyst is [Cl-].C([N+](CC)(CC)CC)C1C=CC=CC=1. The product is [O:1]1[C:5]2[CH:6]=[CH:7][C:8]([C:10]3([C:11]([OH:19])=[O:17])[CH2:15][CH2:14]3)=[CH:9][C:4]=2[O:3][CH2:2]1. The yield is 0.800. (2) The reactants are [F:1][C:2]1[CH:7]=[CH:6][C:5]([CH2:8][C:9](=O)[CH3:10])=[C:4]([N+:12]([O-])=O)[CH:3]=1. The catalyst is [C-]#[O+].[C-]#[O+].[C-]#[O+].[C-]#[O+].[C-]#[O+].[C-]#[O+].[C-]#[O+].[C-]#[O+].[C-]#[O+].[C-]#[O+].[C-]#[O+].[C-]#[O+].[Ru].[Ru].[Ru].N1C2C(=CC=C3C=2N=CC=C3)C=CC=1.C1(C)C=CC=CC=1. The product is [F:1][C:2]1[CH:3]=[C:4]2[C:5]([CH:8]=[C:9]([CH3:10])[NH:12]2)=[CH:6][CH:7]=1. The yield is 0.940. (3) The reactants are C[Si]([C:5]#[C:6][C:7]1[CH:8]=[C:9]([CH:13]=[CH:14][CH:15]=1)[C:10]([NH2:12])=[O:11])(C)C.CCCC[N+](CCCC)(CCCC)CCCC.[F-].O. The catalyst is C1COCC1. The product is [C:6]([C:7]1[CH:8]=[C:9]([CH:13]=[CH:14][CH:15]=1)[C:10]([NH2:12])=[O:11])#[CH:5]. The yield is 0.950. (4) The reactants are C[Si]([C:5]#[C:6][C:7]1[CH:12]=[CH:11][C:10]([N:13]2[C:17]([C:18]3[CH:23]=[CH:22][N:21]=[CH:20][CH:19]=3)=[CH:16][CH:15]=[N:14]2)=[CH:9][CH:8]=1)(C)C.O.C(OCC)(=O)C. The catalyst is CCCC[N+](CCCC)(CCCC)CCCC.[F-]. The product is [C:6]([C:7]1[CH:8]=[CH:9][C:10]([N:13]2[C:17]([C:18]3[CH:23]=[CH:22][N:21]=[CH:20][CH:19]=3)=[CH:16][CH:15]=[N:14]2)=[CH:11][CH:12]=1)#[CH:5]. The yield is 0.826. (5) The reactants are [Cl:1][C:2]1[CH:3]=[C:4]([CH:7]=[C:8]([Cl:27])[C:9]=1[O:10][C:11]1[CH:16]=[CH:15][C:14]([O:17]C)=[C:13]([CH2:19][C:20]2[CH:25]=[CH:24][C:23]([F:26])=[CH:22][CH:21]=2)[CH:12]=1)[CH2:5]O.B(Br)(Br)[Br:29]. The catalyst is C(Cl)Cl. The product is [Cl:1][C:2]1[CH:3]=[C:4]([CH:7]=[C:8]([Cl:27])[C:9]=1[O:10][C:11]1[CH:16]=[CH:15][C:14]([OH:17])=[C:13]([CH2:19][C:20]2[CH:25]=[CH:24][C:23]([F:26])=[CH:22][CH:21]=2)[CH:12]=1)[CH2:5][Br:29]. The yield is 0.670. (6) The reactants are [NH2:1][C:2]1[O:3][C:4]([CH3:11])=[CH:5][C:6](=[O:10])[C:7]=1[C:8]#[N:9]. The catalyst is Cl. The product is [OH:3][C:2]1[CH:1]=[C:4]([CH3:11])[NH:5][C:6](=[O:10])[C:7]=1[C:8]#[N:9]. The yield is 0.700. (7) The reactants are [NH2:1][C:2]1[C:14]2[C:13]3[C:8](=[CH:9][CH:10]=[C:11]([Cl:15])[CH:12]=3)[NH:7][C:6]=2[CH:5]=[N:4][CH:3]=1.C1COCC1.[F:21][C:22]([F:33])([F:32])[C:23](O[C:23](=[O:24])[C:22]([F:33])([F:32])[F:21])=[O:24]. The catalyst is N1C=CC=CC=1. The product is [Cl:15][C:11]1[CH:12]=[C:13]2[C:8](=[CH:9][CH:10]=1)[NH:7][C:6]1[CH:5]=[N:4][CH:3]=[C:2]([NH:1][C:23](=[O:24])[C:22]([F:33])([F:32])[F:21])[C:14]2=1. The yield is 0.810. (8) The reactants are C(O[C:6]([N:8]1[CH2:13][CH2:12][C:11](=[C:14]([C:21]2[CH:26]=[CH:25][CH:24]=[CH:23][CH:22]=2)[C:15]2[O:16][C:17]([CH3:20])=[N:18][N:19]=2)[CH2:10][CH2:9]1)=[O:7])(C)(C)C.C(O)(C(F)(F)F)=O.Cl.[CH3:35][O:36][C:37]1[CH:45]=[N:44][C:43]([C:46]2[NH:47][C:48]([CH3:51])=[N:49][N:50]=2)=[C:42]2[C:38]=1[C:39]([C:52](=[O:56])C(O)=O)=[CH:40][NH:41]2.C(N(CC)CC)(C)C.C1N(P(Cl)(N2C(=O)OCC2)=O)C(=O)OC1. The catalyst is C(Cl)Cl. The product is [C:21]1([C:14](=[C:11]2[CH2:12][CH2:13][N:8]([C:6](=[O:7])[C:52]([C:39]3[C:38]4[C:42](=[C:43]([C:46]5[NH:47][C:48]([CH3:51])=[N:49][N:50]=5)[N:44]=[CH:45][C:37]=4[O:36][CH3:35])[NH:41][CH:40]=3)=[O:56])[CH2:9][CH2:10]2)[C:15]2[O:16][C:17]([CH3:20])=[N:18][N:19]=2)[CH:26]=[CH:25][CH:24]=[CH:23][CH:22]=1. The yield is 0.180. (9) The reactants are Br[C:2]1[CH:7]=[C:6]([CH3:8])[CH:5]=[CH:4][N:3]=1.[CH2:9]([Sn](CCCC)(CCCC)C=C)[CH2:10]CC. The catalyst is C1(C)C=CC=CC=1.[Pd].C1(P(C2C=CC=CC=2)C2C=CC=CC=2)C=CC=CC=1.C1(P(C2C=CC=CC=2)C2C=CC=CC=2)C=CC=CC=1.C1(P(C2C=CC=CC=2)C2C=CC=CC=2)C=CC=CC=1.C1(P(C2C=CC=CC=2)C2C=CC=CC=2)C=CC=CC=1.C(C1C=C(C)C=C(C(C)(C)C)C=1O)(C)(C)C. The product is [CH3:8][C:6]1[CH:5]=[CH:4][N:3]=[C:2]([CH:9]=[CH2:10])[CH:7]=1. The yield is 0.530. (10) The reactants are CS(OS(C)(=O)=O)(=O)=O.O[CH:11]1[C:19]2[C:14](=[CH:15][CH:16]=[C:17]([C:20]([O:22][CH3:23])=[O:21])[CH:18]=2)[CH2:13][CH2:12]1.[C:24]([NH2:28])([CH3:27])([CH3:26])[CH3:25]. The catalyst is C(Cl)Cl. The product is [C:24]([NH:28][CH:11]1[C:19]2[C:14](=[CH:15][CH:16]=[C:17]([C:20]([O:22][CH3:23])=[O:21])[CH:18]=2)[CH2:13][CH2:12]1)([CH3:27])([CH3:26])[CH3:25]. The yield is 0.320.